Task: Predict the product of the given reaction.. Dataset: Forward reaction prediction with 1.9M reactions from USPTO patents (1976-2016) (1) Given the reactants [Cl:1][C:2]1[CH:3]=[C:4]([C:14]([O:16]C)=[O:15])[C:5]2[CH:6]=[N:7][N:8]([CH:11]([CH3:13])[CH3:12])[C:9]=2[CH:10]=1.[OH-].[Na+], predict the reaction product. The product is: [Cl:1][C:2]1[CH:3]=[C:4]([C:14]([OH:16])=[O:15])[C:5]2[CH:6]=[N:7][N:8]([CH:11]([CH3:12])[CH3:13])[C:9]=2[CH:10]=1. (2) Given the reactants C([O:4][CH2:5][C:6]1[C:11]([C:12]2[CH:17]=[C:16]([NH:18][C:19]3[CH:24]=[CH:23][C:22]([N:25]4[CH2:30][CH2:29][N:28]([CH:31]5[CH2:34][O:33][CH2:32]5)[CH2:27][C@@H:26]4[CH3:35])=[CH:21][N:20]=3)[C:15](=[O:36])[N:14]([CH3:37])[CH:13]=2)=[CH:10][C:9]([F:38])=[CH:8][C:7]=1[N:39]1[CH2:50][CH2:49][N:48]2[C:41](=[CH:42][C:43]3[CH2:44][C:45]([CH3:52])([CH3:51])[CH2:46][C:47]=32)[C:40]1=[O:53])(=O)C.[OH-].[Li+], predict the reaction product. The product is: [F:38][C:9]1[CH:10]=[C:11]([C:12]2[CH:17]=[C:16]([NH:18][C:19]3[CH:24]=[CH:23][C:22]([N:25]4[CH2:30][CH2:29][N:28]([CH:31]5[CH2:32][O:33][CH2:34]5)[CH2:27][C@@H:26]4[CH3:35])=[CH:21][N:20]=3)[C:15](=[O:36])[N:14]([CH3:37])[CH:13]=2)[C:6]([CH2:5][OH:4])=[C:7]([N:39]2[CH2:50][CH2:49][N:48]3[C:41](=[CH:42][C:43]4[CH2:44][C:45]([CH3:52])([CH3:51])[CH2:46][C:47]=43)[C:40]2=[O:53])[CH:8]=1. (3) The product is: [Cl:34][C:35]1[CH:40]=[CH:39][CH:38]=[CH:37][C:36]=1[CH2:41][CH2:42][N:43]1[C:48](=[O:49])[C:47]([CH2:50][N:11]2[CH2:12][CH2:13][N:8]([CH3:6])[CH2:9][CH2:10]2)=[CH:46][C:45]([C:56]2[CH:61]=[CH:60][C:59]([F:62])=[C:58]([CH3:63])[CH:57]=2)=[N:44]1. Given the reactants C(O[C:6]([N:8]1[CH2:13][CH2:12][N:11](C2C(=O)N(CC(C)C)N=C(C3C=CC(C)=C(F)C=3)C=2C)[CH2:10][CH2:9]1)=O)(C)(C)C.[Cl:34][C:35]1[CH:40]=[CH:39][CH:38]=[CH:37][C:36]=1[CH2:41][CH2:42][N:43]1[C:48](=[O:49])[C:47]([CH2:50]OS(C)(=O)=O)=[CH:46][C:45]([C:56]2[CH:61]=[CH:60][C:59]([F:62])=[C:58]([CH3:63])[CH:57]=2)=[N:44]1, predict the reaction product. (4) The product is: [CH2:1]([O:3][C:4]1[C:9](=[O:10])[NH:8][CH:7]=[C:6]([C:20]2[CH:25]=[CH:24][C:23]([CH2:26][C:27]([NH:29][C:30]3[CH:31]=[N:32][C:33]([C:40]([OH:43])([CH3:41])[CH3:42])=[C:34]([C:36]([F:39])([F:37])[F:38])[CH:35]=3)=[O:28])=[C:22]([F:44])[CH:21]=2)[CH:5]=1)[CH3:2]. Given the reactants [CH2:1]([O:3][C:4]1[CH:5]=[C:6]([C:20]2[CH:25]=[CH:24][C:23]([CH2:26][C:27]([NH:29][C:30]3[CH:31]=[N:32][C:33]([C:40]([OH:43])([CH3:42])[CH3:41])=[C:34]([C:36]([F:39])([F:38])[F:37])[CH:35]=3)=[O:28])=[C:22]([F:44])[CH:21]=2)[CH:7]=[N:8][C:9]=1[O:10]CC1C=CC(OC)=CC=1)[CH3:2], predict the reaction product. (5) Given the reactants Cl.[NH2:2][CH2:3][C:4]1[CH:12]=[CH:11][CH:10]=[C:9]2[C:5]=1[CH2:6][N:7]([CH:14]1[CH2:19][CH2:18][C:17](=[O:20])[NH:16][C:15]1=[O:21])[C:8]2=[O:13].[C:22]1([CH3:31])[CH:27]=[CH:26][CH:25]=[C:24]([C:28](Cl)=[O:29])[CH:23]=1, predict the reaction product. The product is: [O:21]=[C:15]1[CH:14]([N:7]2[CH2:6][C:5]3[C:9](=[CH:10][CH:11]=[CH:12][C:4]=3[CH2:3][NH:2][C:28](=[O:29])[C:24]3[CH:25]=[CH:26][CH:27]=[C:22]([CH3:31])[CH:23]=3)[C:8]2=[O:13])[CH2:19][CH2:18][C:17](=[O:20])[NH:16]1. (6) Given the reactants Cl.[CH3:2][C:3]1[CH:12]=[CH:11][CH:10]=[C:9]2[C:4]=1[CH:5]=[C:6]([CH:14]1[CH2:18][CH2:17][NH:16][CH2:15]1)[NH:7][C:8]2=[O:13].Br[CH2:20][CH2:21][CH2:22][OH:23], predict the reaction product. The product is: [OH:23][CH2:22][CH2:21][CH2:20][N:16]1[CH2:17][CH2:18][CH:14]([C:6]2[NH:7][C:8](=[O:13])[C:9]3[C:4]([CH:5]=2)=[C:3]([CH3:2])[CH:12]=[CH:11][CH:10]=3)[CH2:15]1.